From a dataset of Forward reaction prediction with 1.9M reactions from USPTO patents (1976-2016). Predict the product of the given reaction. (1) Given the reactants [C:1]([O:5][C:6](=[O:25])[NH:7][C:8]1[CH:13]=[C:12]([N:14]2[CH2:19][CH2:18][O:17][CH2:16][CH2:15]2)[C:11]([C:20]([F:23])([F:22])[F:21])=[CH:10][C:9]=1[NH2:24])([CH3:4])([CH3:3])[CH3:2].C([O:30][C:31](=O)[CH2:32][C:33](=[O:53])[C:34]1[CH:39]=[CH:38][CH:37]=[C:36]([C:40]2[CH:44]=[C:43]([CH2:45][O:46][CH:47]3[CH2:52][CH2:51][CH2:50][CH2:49][O:48]3)[O:42][N:41]=2)[CH:35]=1)(C)(C)C, predict the reaction product. The product is: [C:1]([O:5][C:6](=[O:25])[NH:7][C:8]1[CH:13]=[C:12]([N:14]2[CH2:15][CH2:16][O:17][CH2:18][CH2:19]2)[C:11]([C:20]([F:21])([F:22])[F:23])=[CH:10][C:9]=1[NH:24][C:31](=[O:30])[CH2:32][C:33](=[O:53])[C:34]1[CH:39]=[CH:38][CH:37]=[C:36]([C:40]2[CH:44]=[C:43]([CH2:45][O:46][CH:47]3[CH2:52][CH2:51][CH2:50][CH2:49][O:48]3)[O:42][N:41]=2)[CH:35]=1)([CH3:4])([CH3:2])[CH3:3]. (2) The product is: [CH3:17][C:15]1[S:16][C:12]([C:7]2[CH:6]=[CH:5][C:4]3[C:9](=[CH:10][CH:11]=[C:2]([B:31]([OH:33])[OH:32])[CH:3]=3)[N:8]=2)=[C:13]([CH3:18])[N:14]=1. Given the reactants Br[C:2]1[CH:3]=[C:4]2[C:9](=[CH:10][CH:11]=1)[N:8]=[C:7]([C:12]1[S:16][C:15]([CH3:17])=[N:14][C:13]=1[CH3:18])[CH:6]=[CH:5]2.COC(OC)C1C=C([B:31]([OH:33])[OH:32])C=CC=1[N+]([O-])=O, predict the reaction product. (3) The product is: [Br:1][C:2]1[CH:7]=[CH:6][C:5]([S:8]([CH2:16][CH3:17])(=[O:10])=[O:9])=[CH:4][C:3]=1[F:12]. Given the reactants [Br:1][C:2]1[CH:7]=[CH:6][C:5]([S:8](Cl)(=[O:10])=[O:9])=[CH:4][C:3]=1[F:12].O.NN.[C:16]([O-])(=O)[CH3:17].[Na+].C(I)C, predict the reaction product.